This data is from Forward reaction prediction with 1.9M reactions from USPTO patents (1976-2016). The task is: Predict the product of the given reaction. (1) Given the reactants [Br:1][C:2]1[CH:3]=[C:4]([CH:7]=[C:8]([O:11][CH2:12][CH3:13])[C:9]=1[OH:10])[CH:5]=O.[CH3:14]/[C:15](/[NH2:19])=[CH:16]\[C:17]#[N:18].[CH2:20]([CH:23]1[CH2:28][C:27](=[O:29])[CH2:26][C:25](=O)[CH2:24]1)[CH2:21][CH3:22], predict the reaction product. The product is: [Br:1][C:2]1[CH:3]=[C:4]([CH:5]2[C:26]3[C:27](=[O:29])[CH2:28][CH:23]([CH2:20][CH2:21][CH3:22])[CH2:24][C:25]=3[NH:19][C:15]([CH3:14])=[C:16]2[C:17]#[N:18])[CH:7]=[C:8]([O:11][CH2:12][CH3:13])[C:9]=1[OH:10]. (2) Given the reactants [OH:1][C:2]1[C:11]2[C:6](=[CH:7][CH:8]=[CH:9][CH:10]=2)[C:5]([NH:12][S:13]([C:16]2[S:17][CH:18]=[CH:19][CH:20]=2)(=[O:15])=[O:14])=[CH:4][CH:3]=1.Br[CH2:22][C:23]([O:25][C:26]([CH3:29])([CH3:28])[CH3:27])=[O:24].C1CCN2C(=NCCC2)CC1, predict the reaction product. The product is: [S:17]1[CH:18]=[CH:19][CH:20]=[C:16]1[S:13]([NH:12][C:5]1[C:6]2[C:11](=[CH:10][CH:9]=[CH:8][CH:7]=2)[C:2]([O:1][CH2:22][C:23]([O:25][C:26]([CH3:29])([CH3:28])[CH3:27])=[O:24])=[CH:3][CH:4]=1)(=[O:15])=[O:14].